This data is from NCI-60 drug combinations with 297,098 pairs across 59 cell lines. The task is: Regression. Given two drug SMILES strings and cell line genomic features, predict the synergy score measuring deviation from expected non-interaction effect. (1) Drug 1: CC1CCC2CC(C(=CC=CC=CC(CC(C(=O)C(C(C(=CC(C(=O)CC(OC(=O)C3CCCCN3C(=O)C(=O)C1(O2)O)C(C)CC4CCC(C(C4)OC)O)C)C)O)OC)C)C)C)OC. Drug 2: CC(C)CN1C=NC2=C1C3=CC=CC=C3N=C2N. Cell line: PC-3. Synergy scores: CSS=39.4, Synergy_ZIP=1.59, Synergy_Bliss=2.14, Synergy_Loewe=-9.62, Synergy_HSA=0.848. (2) Drug 1: C1=CC(=CC=C1CCCC(=O)O)N(CCCl)CCCl. Drug 2: C(CC(=O)O)C(=O)CN.Cl. Cell line: NCIH23. Synergy scores: CSS=49.8, Synergy_ZIP=-3.29, Synergy_Bliss=-3.81, Synergy_Loewe=-5.01, Synergy_HSA=-0.387. (3) Drug 1: CC1=C2C(C(=O)C3(C(CC4C(C3C(C(C2(C)C)(CC1OC(=O)C(C(C5=CC=CC=C5)NC(=O)C6=CC=CC=C6)O)O)OC(=O)C7=CC=CC=C7)(CO4)OC(=O)C)O)C)OC(=O)C. Drug 2: CCC1(C2=C(COC1=O)C(=O)N3CC4=CC5=C(C=CC(=C5CN(C)C)O)N=C4C3=C2)O.Cl. Cell line: HCT-15. Synergy scores: CSS=39.8, Synergy_ZIP=3.30, Synergy_Bliss=14.0, Synergy_Loewe=4.67, Synergy_HSA=7.08. (4) Drug 1: CC1=C(C=C(C=C1)NC2=NC=CC(=N2)N(C)C3=CC4=NN(C(=C4C=C3)C)C)S(=O)(=O)N.Cl. Drug 2: C1=C(C(=O)NC(=O)N1)N(CCCl)CCCl. Cell line: UACC62. Synergy scores: CSS=28.0, Synergy_ZIP=-9.38, Synergy_Bliss=1.83, Synergy_Loewe=-2.50, Synergy_HSA=1.97. (5) Synergy scores: CSS=43.1, Synergy_ZIP=5.34, Synergy_Bliss=3.22, Synergy_Loewe=-11.6, Synergy_HSA=5.11. Drug 2: CC1C(C(CC(O1)OC2CC(CC3=C2C(=C4C(=C3O)C(=O)C5=CC=CC=C5C4=O)O)(C(=O)C)O)N)O. Drug 1: COC1=NC(=NC2=C1N=CN2C3C(C(C(O3)CO)O)O)N. Cell line: CAKI-1. (6) Drug 1: C1=CC(=CC=C1CCCC(=O)O)N(CCCl)CCCl. Drug 2: CC1=C(N=C(N=C1N)C(CC(=O)N)NCC(C(=O)N)N)C(=O)NC(C(C2=CN=CN2)OC3C(C(C(C(O3)CO)O)O)OC4C(C(C(C(O4)CO)O)OC(=O)N)O)C(=O)NC(C)C(C(C)C(=O)NC(C(C)O)C(=O)NCCC5=NC(=CS5)C6=NC(=CS6)C(=O)NCCC[S+](C)C)O. Cell line: OVCAR-8. Synergy scores: CSS=15.6, Synergy_ZIP=-7.76, Synergy_Bliss=0.669, Synergy_Loewe=-4.80, Synergy_HSA=-0.700. (7) Drug 1: CC12CCC(CC1=CCC3C2CCC4(C3CC=C4C5=CN=CC=C5)C)O. Drug 2: C1=CC=C(C(=C1)C(C2=CC=C(C=C2)Cl)C(Cl)Cl)Cl. Cell line: OVCAR-5. Synergy scores: CSS=15.3, Synergy_ZIP=3.74, Synergy_Bliss=6.47, Synergy_Loewe=0.278, Synergy_HSA=5.79. (8) Drug 1: CN1C2=C(C=C(C=C2)N(CCCl)CCCl)N=C1CCCC(=O)O.Cl. Drug 2: COCCOC1=C(C=C2C(=C1)C(=NC=N2)NC3=CC=CC(=C3)C#C)OCCOC.Cl. Cell line: MDA-MB-231. Synergy scores: CSS=4.23, Synergy_ZIP=-1.12, Synergy_Bliss=1.47, Synergy_Loewe=0.585, Synergy_HSA=1.88. (9) Drug 1: C1=NC2=C(N1)C(=S)N=C(N2)N. Drug 2: C1C(C(OC1N2C=NC3=C(N=C(N=C32)Cl)N)CO)O. Cell line: TK-10. Synergy scores: CSS=24.1, Synergy_ZIP=-8.90, Synergy_Bliss=-4.37, Synergy_Loewe=-5.81, Synergy_HSA=-5.48.